Dataset: Peptide-MHC class I binding affinity with 185,985 pairs from IEDB/IMGT. Task: Regression. Given a peptide amino acid sequence and an MHC pseudo amino acid sequence, predict their binding affinity value. This is MHC class I binding data. (1) The peptide sequence is LPPVVPPLI. The MHC is HLA-B57:01 with pseudo-sequence HLA-B57:01. The binding affinity (normalized) is 0.0847. (2) The peptide sequence is LTPPHSAKSKF. The MHC is Mamu-A01 with pseudo-sequence Mamu-A01. The binding affinity (normalized) is 1.00. (3) The peptide sequence is EEFRQYTAFT. The MHC is Mamu-A11 with pseudo-sequence Mamu-A11. The binding affinity (normalized) is 0.330.